This data is from Catalyst prediction with 721,799 reactions and 888 catalyst types from USPTO. The task is: Predict which catalyst facilitates the given reaction. (1) Reactant: [CH3:1][C:2]([CH3:4])=O.C(O)(=O)C.C([BH3-])#N.[Na+].[NH2:13][C@H:14]1[CH2:19][CH2:18][C@H:17]([NH:20][C:21]2[CH:29]=[CH:28][C:24]([C:25]([NH2:27])=[O:26])=[C:23]([F:30])[CH:22]=2)[CH2:16][CH2:15]1.C(=O)([O-])O.[Na+]. Product: [F:30][C:23]1[CH:22]=[C:21]([NH:20][C@H:17]2[CH2:18][CH2:19][C@H:14]([NH:13][CH:2]([CH3:4])[CH3:1])[CH2:15][CH2:16]2)[CH:29]=[CH:28][C:24]=1[C:25]([NH2:27])=[O:26]. The catalyst class is: 5. (2) Reactant: C([O:9][C@@H:10]1[C@@H:14]([O:15]C(=O)C2C=CC=CC=2)[C@H:13]([N:24]2[CH:32]=[N:31][C:30]3[C:25]2=[N:26][C:27]([C:48]#[N:49])=[N:28][C:29]=3[NH:33][CH2:34][CH:35]([C:42]2[CH:47]=[CH:46][CH:45]=[CH:44][CH:43]=2)[C:36]2[CH:41]=[CH:40][CH:39]=[CH:38][CH:37]=2)[O:12][C@@H:11]1[C:50]([NH:52][CH2:53][CH3:54])=[O:51])(=O)C1C=CC=CC=1.[CH3:55]N. Product: [NH3:24].[C:36]1([CH:35]([C:42]2[CH:43]=[CH:44][CH:45]=[CH:46][CH:47]=2)[CH2:34][NH:33][C:29]2[N:28]=[C:27]([CH2:48][NH:49][CH3:55])[N:26]=[C:25]3[C:30]=2[N:31]=[CH:32][N:24]3[C@@H:13]2[O:12][C@H:11]([C:50]([NH:52][CH2:53][CH3:54])=[O:51])[C@@H:10]([OH:9])[C@H:14]2[OH:15])[CH:41]=[CH:40][CH:39]=[CH:38][CH:37]=1. The catalyst class is: 63. (3) Reactant: [Br:1][C:2]1[CH:3]=[C:4]([CH:20]=[CH:21][C:22]=1[F:23])[CH2:5][C:6]1[C:15]2[C:10](=[C:11]([N+:16]([O-])=O)[CH:12]=[CH:13][CH:14]=2)[C:9](=[O:19])[NH:8][N:7]=1.[Cl-].[NH4+]. Product: [NH2:16][C:11]1[CH:12]=[CH:13][CH:14]=[C:15]2[C:10]=1[C:9](=[O:19])[NH:8][N:7]=[C:6]2[CH2:5][C:4]1[CH:20]=[CH:21][C:22]([F:23])=[C:2]([Br:1])[CH:3]=1. The catalyst class is: 190. (4) Reactant: [CH2:1]([O:8][C:9]1[C:10]([CH2:15][NH:16][CH:17]=O)=[N:11][CH:12]=[CH:13][CH:14]=1)[C:2]1[CH:7]=[CH:6][CH:5]=[CH:4][CH:3]=1.P(Cl)(Cl)(Cl)=O.[OH-].[NH4+].C(OCC)(=O)C. Product: [CH2:1]([O:8][C:9]1[C:10]2[N:11]([CH:17]=[N:16][CH:15]=2)[CH:12]=[CH:13][CH:14]=1)[C:2]1[CH:7]=[CH:6][CH:5]=[CH:4][CH:3]=1. The catalyst class is: 93. (5) Reactant: [CH3:1][C:2]1[C:10]2[O:9][CH:8]=[CH:7][C:6]=2[CH:5]=[C:4]([OH:11])[CH:3]=1.[CH3:12][C:13]([Si:16](Cl)([CH3:18])[CH3:17])([CH3:15])[CH3:14].N1C=CN=C1. Product: [C:13]([Si:16]([CH3:18])([CH3:17])[O:11][C:4]1[CH:3]=[C:2]([CH3:1])[C:10]2[O:9][CH:8]=[CH:7][C:6]=2[CH:5]=1)([CH3:15])([CH3:14])[CH3:12]. The catalyst class is: 31. (6) Reactant: C(N(CC)CC)C.[CH:8]([C:10]1[C:18]2[C:13](=[CH:14][CH:15]=[C:16]([CH3:19])[CH:17]=2)[N:12](C(OC(C)(C)C)=O)[CH:11]=1)=[O:9].[CH:27](=[N:34][C:35]1[CH:40]=[CH:39][CH:38]=[C:37]([O:41][CH3:42])[CH:36]=1)[C:28]1[CH:33]=[CH:32][CH:31]=[CH:30][CH:29]=1. Product: [CH3:42][O:41][C:37]1[CH:36]=[C:35]([NH:34][CH:27]([C:28]2[CH:33]=[CH:32][CH:31]=[CH:30][CH:29]=2)[C:8]([C:10]2[C:18]3[C:13](=[CH:14][CH:15]=[C:16]([CH3:19])[CH:17]=3)[NH:12][CH:11]=2)=[O:9])[CH:40]=[CH:39][CH:38]=1. The catalyst class is: 433. (7) Reactant: [C:1]([C:3]1[CH:4]=[CH:5][C:6]([C:9]([NH:11][C@@:12]2([C:22]3[CH:27]=[CH:26][C:25]([O:28][C:29]([F:32])([F:31])[F:30])=[C:24]([F:33])[CH:23]=3)[C:17]3=[N:18][CH:19]=[CH:20][CH:21]=[C:16]3[O:15][CH2:14][CH2:13]2)=[O:10])=[N:7][CH:8]=1)#[N:2].[N-:34]=[N+:35]=[N-:36].[Na+].[NH4+].[Cl-]. Product: [F:33][C:24]1[CH:23]=[C:22]([C@:12]2([NH:11][C:9](=[O:10])[C:6]3[CH:5]=[CH:4][C:3]([C:1]4[N:34]=[N:35][NH:36][N:2]=4)=[CH:8][N:7]=3)[C:17]3=[N:18][CH:19]=[CH:20][CH:21]=[C:16]3[O:15][CH2:14][CH2:13]2)[CH:27]=[CH:26][C:25]=1[O:28][C:29]([F:30])([F:32])[F:31]. The catalyst class is: 121. (8) Reactant: [Cl:1][C:2]1[N:7]=[C:6](Cl)[C:5]([C:9]([O:11][CH3:12])=[O:10])=[CH:4][N:3]=1.[NH2:13][CH2:14][CH2:15][O:16][CH2:17][CH2:18][OH:19].CCN(C(C)C)C(C)C. Product: [Cl:1][C:2]1[N:7]=[C:6]([NH:13][CH2:14][CH2:15][O:16][CH2:17][CH2:18][OH:19])[C:5]([C:9]([O:11][CH3:12])=[O:10])=[CH:4][N:3]=1. The catalyst class is: 41. (9) Reactant: C[O:2][C:3](=[O:22])[C:4]1[CH:9]=[C:8]([CH2:10][C:11]2[CH:16]=[CH:15][CH:14]=[C:13]([Cl:17])[C:12]=2[F:18])[C:7]([O:19][CH3:20])=[CH:6][C:5]=1[F:21].[OH-].[Na+].O.Cl. Product: [Cl:17][C:13]1[C:12]([F:18])=[C:11]([CH:16]=[CH:15][CH:14]=1)[CH2:10][C:8]1[C:7]([O:19][CH3:20])=[CH:6][C:5]([F:21])=[C:4]([CH:9]=1)[C:3]([OH:22])=[O:2]. The catalyst class is: 60. (10) Reactant: [CH:1]1[C:10]2[C:5](=[CH:6][CH:7]=[CH:8][CH:9]=2)[CH:4]=[CH:3][C:2]=1[CH:11](O)[CH3:12].[CH:14]1([NH:17][S:18]([C:21]2[CH:26]=[CH:25][CH:24]=[CH:23][C:22]=2[N+:27]([O-:29])=[O:28])(=[O:20])=[O:19])[CH2:16][CH2:15]1.C1(P(C2C=CC=CC=2)C2C=CC=CC=2)C=CC=CC=1.N(C(OC(C)C)=O)=NC(OC(C)C)=O. Product: [CH:14]1([N:17]([CH:11]([C:2]2[CH:3]=[CH:4][C:5]3[C:10](=[CH:9][CH:8]=[CH:7][CH:6]=3)[CH:1]=2)[CH3:12])[S:18]([C:21]2[CH:26]=[CH:25][CH:24]=[CH:23][C:22]=2[N+:27]([O-:29])=[O:28])(=[O:20])=[O:19])[CH2:16][CH2:15]1. The catalyst class is: 7.